From a dataset of Full USPTO retrosynthesis dataset with 1.9M reactions from patents (1976-2016). Predict the reactants needed to synthesize the given product. (1) Given the product [N:1]1[C:10]2[NH:9][C:8]3[CH:11]=[C:12]([CH2:21][C:20]([OH:18])=[O:22])[CH:13]=[CH:14][C:7]=3[S:6][C:5]=2[N:4]=[CH:3][CH:2]=1, predict the reactants needed to synthesize it. The reactants are: [N:1]1[C:10]2[NH:9][C:8]3[CH:11]=[C:12](CC#N)[CH:13]=[CH:14][C:7]=3[S:6][C:5]=2[N:4]=[CH:3][CH:2]=1.[OH-:18].[K+].[CH2:20]([OH:22])[CH3:21]. (2) Given the product [C:45]([C:42]1([C:47]2[CH:52]=[CH:51][CH:50]=[CH:49][CH:48]=2)[CH2:43][CH2:44][N:39]([C:37]([C@:20]23[CH2:32][CH2:31][C@@H:30]([C:33]4([CH3:36])[CH2:34][CH2:35]4)[C@@H:21]2[C@@H:22]2[C@@:17]([CH3:53])([CH2:18][CH2:19]3)[C@@:16]3([CH3:54])[C@@H:25]([C@:26]4([CH3:29])[C@@H:13]([CH2:14][CH2:15]3)[C:12]([CH3:56])([CH3:55])[C@@H:11]([O:10][C:6](=[O:8])[CH2:7][C:2]([CH3:9])([CH3:1])[C:3]([OH:5])=[O:4])[CH2:28][CH2:27]4)[CH2:24][CH2:23]2)=[O:38])[CH2:40][CH2:41]1)#[N:46], predict the reactants needed to synthesize it. The reactants are: [CH3:1][C:2]1([CH3:9])[CH2:7][C:6](=[O:8])[O:5][C:3]1=[O:4].[OH:10][C@H:11]1[CH2:28][CH2:27][C@@:26]2([CH3:29])[C@@H:13]([CH2:14][CH2:15][C@:16]3([CH3:54])[C@@H:25]2[CH2:24][CH2:23][C@H:22]2[C@@:17]3([CH3:53])[CH2:18][CH2:19][C@@:20]3([C:37]([N:39]4[CH2:44][CH2:43][C:42]([C:47]5[CH:52]=[CH:51][CH:50]=[CH:49][CH:48]=5)([C:45]#[N:46])[CH2:41][CH2:40]4)=[O:38])[CH2:32][CH2:31][C@@H:30]([C:33]4([CH3:36])[CH2:35][CH2:34]4)[C@@H:21]32)[C:12]1([CH3:56])[CH3:55]. (3) Given the product [C:1]([O:5][C:6](=[O:33])[N:7]([CH2:8][CH2:9][C:10]1[CH:11]=[CH:12][C:13]([O:16][C:17]2[CH:22]=[CH:21][C:20]([NH2:23])=[CH:19][CH:18]=2)=[CH:14][CH:15]=1)[CH2:26][C:27]1[CH:28]=[CH:29][CH:30]=[CH:31][CH:32]=1)([CH3:4])([CH3:2])[CH3:3], predict the reactants needed to synthesize it. The reactants are: [C:1]([O:5][C:6](=[O:33])[N:7]([CH2:26][C:27]1[CH:32]=[CH:31][CH:30]=[CH:29][CH:28]=1)[CH2:8][CH2:9][C:10]1[CH:15]=[CH:14][C:13]([O:16][C:17]2[CH:22]=[CH:21][C:20]([N+:23]([O-])=O)=[CH:19][CH:18]=2)=[CH:12][CH:11]=1)([CH3:4])([CH3:3])[CH3:2]. (4) Given the product [F:1][C:2]1[C:35]([F:36])=[CH:34][CH:33]=[CH:32][C:3]=1[O:4][C:5]1[C:19]([O:20][C:21]2[CH:22]=[N:23][C:24]([S:27]([CH2:30][CH3:31])(=[O:29])=[O:28])=[CH:25][CH:26]=2)=[CH:18][C:8]2[NH:9][C:10]([C:12]3[CH:17]=[CH:16][N:38]([CH3:37])[N:13]=3)=[N:11][C:7]=2[CH:6]=1, predict the reactants needed to synthesize it. The reactants are: [F:1][C:2]1[C:35]([F:36])=[CH:34][CH:33]=[CH:32][C:3]=1[O:4][C:5]1[C:19]([O:20][C:21]2[CH:22]=[N:23][C:24]([S:27]([CH2:30][CH3:31])(=[O:29])=[O:28])=[CH:25][CH:26]=2)=[CH:18][C:8]2[NH:9][C:10]([C:12]3[CH:17]=[CH:16]C=C[N:13]=3)=[N:11][C:7]=2[CH:6]=1.[CH3:37][N:38]1C=CC(C(O)=O)=N1. (5) The reactants are: [CH3:1][C:2]1([CH3:9])[NH:6][C:5](=[O:7])[NH:4][C:3]1=[O:8].[CH3:10][O:11][C:12]1[CH:19]=[CH:18][C:15]([CH2:16]Cl)=[CH:14][CH:13]=1. Given the product [CH3:10][O:11][C:12]1[CH:19]=[CH:18][C:15]([CH2:16][N:4]2[C:3](=[O:8])[C:2]([CH3:9])([CH3:1])[NH:6][C:5]2=[O:7])=[CH:14][CH:13]=1, predict the reactants needed to synthesize it. (6) Given the product [Br:1][C:2]1[CH:10]=[CH:9][C:5]([C:6]([OH:8])=[O:7])=[CH:4][C:3]=1[S:11]([N:15]1[CH2:20][CH2:19][CH2:18][CH2:17][CH2:16]1)(=[O:13])=[O:12], predict the reactants needed to synthesize it. The reactants are: [Br:1][C:2]1[CH:10]=[CH:9][C:5]([C:6]([OH:8])=[O:7])=[CH:4][C:3]=1[S:11](Cl)(=[O:13])=[O:12].[NH:15]1[CH2:20][CH2:19][CH2:18][CH2:17][CH2:16]1. (7) Given the product [N:23]1[CH:24]=[CH:25][CH:26]=[CH:27][C:22]=1[N:6]1[C:7]2[C:12](=[CH:11][CH:10]=[CH:9][CH:8]=2)[CH2:13][C:14]2[CH:1]=[CH:2][CH:3]=[CH:4][C:5]1=2, predict the reactants needed to synthesize it. The reactants are: [CH:1]1[C:14]2[CH2:13][C:12]3[C:7](=[CH:8][CH:9]=[CH:10][CH:11]=3)[NH:6][C:5]=2[CH:4]=[CH:3][CH:2]=1.CC(C)([O-])C.[Na+].Br[C:22]1[CH:27]=[CH:26][CH:25]=[CH:24][N:23]=1.C(Cl)Cl.